From a dataset of Peptide-MHC class I binding affinity with 185,985 pairs from IEDB/IMGT. Regression. Given a peptide amino acid sequence and an MHC pseudo amino acid sequence, predict their binding affinity value. This is MHC class I binding data. (1) The peptide sequence is IKIPTHRHI. The MHC is HLA-A30:02 with pseudo-sequence HLA-A30:02. The binding affinity (normalized) is 0. (2) The peptide sequence is NPAACSYMV. The MHC is HLA-A03:01 with pseudo-sequence HLA-A03:01. The binding affinity (normalized) is 0.0847. (3) The peptide sequence is ATIGTAMYK. The MHC is HLA-B54:01 with pseudo-sequence HLA-B54:01. The binding affinity (normalized) is 0.0171. (4) The peptide sequence is PLPCQLMYAL. The MHC is HLA-A02:02 with pseudo-sequence HLA-A02:02. The binding affinity (normalized) is 0.529. (5) The peptide sequence is AEGVVAFLI. The MHC is HLA-A69:01 with pseudo-sequence HLA-A69:01. The binding affinity (normalized) is 0.0847. (6) The peptide sequence is ARHGEYAPF. The MHC is HLA-B08:02 with pseudo-sequence HLA-B08:02. The binding affinity (normalized) is 0.0847. (7) The binding affinity (normalized) is 0.262. The peptide sequence is FQILHDRFF. The MHC is HLA-B18:01 with pseudo-sequence HLA-B18:01. (8) The MHC is HLA-B27:05 with pseudo-sequence HLA-B27:05. The binding affinity (normalized) is 0.482. The peptide sequence is QRKRRWRRR. (9) The peptide sequence is RRGWEVLKY. The MHC is HLA-B35:01 with pseudo-sequence HLA-B35:01. The binding affinity (normalized) is 0. (10) The peptide sequence is WRQEIGHPK. The MHC is HLA-A26:03 with pseudo-sequence HLA-A26:03. The binding affinity (normalized) is 0.0847.